From a dataset of Forward reaction prediction with 1.9M reactions from USPTO patents (1976-2016). Predict the product of the given reaction. (1) Given the reactants [OH:1][C:2]1[CH:3]=[C:4]2[C:13](=[CH:14][CH:15]=1)[CH:12]([C:16](=[O:18])[CH3:17])[CH:11]([C:19]1[CH:24]=[CH:23][C:22]([OH:25])=[CH:21][CH:20]=1)[CH:10]1[CH:5]2[CH2:6][CH2:7][CH2:8][CH2:9]1.[BH4-].[Na+], predict the reaction product. The product is: [OH:18][CH:16]([CH:12]1[C:13]2[CH:14]=[CH:15][C:2]([OH:1])=[CH:3][C:4]=2[CH:5]2[CH:10]([CH2:9][CH2:8][CH2:7][CH2:6]2)[CH:11]1[C:19]1[CH:24]=[CH:23][C:22]([OH:25])=[CH:21][CH:20]=1)[CH3:17]. (2) Given the reactants [CH:1]1([C:4]2[CH:22]=[C:21]([C:23](=[O:29])[NH:24][S:25]([CH3:28])(=[O:27])=[O:26])[C:20]([F:30])=[CH:19][C:5]=2[O:6][CH2:7][CH:8]2[CH2:11][N:10]([C:12](OC(C)(C)C)=O)[CH2:9]2)[CH2:3][CH2:2]1.[F:31][C:32]1[CH:33]=[C:34]([CH:37]=[CH:38][C:39]=1[C:40]([F:43])([F:42])[F:41])C=O, predict the reaction product. The product is: [CH:1]1([C:4]2[C:5]([O:6][CH2:7][CH:8]3[CH2:11][N:10]([CH2:12][C:34]4[CH:37]=[CH:38][C:39]([C:40]([F:42])([F:43])[F:41])=[C:32]([F:31])[CH:33]=4)[CH2:9]3)=[CH:19][C:20]([F:30])=[C:21]([CH:22]=2)[C:23]([NH:24][S:25]([CH3:28])(=[O:26])=[O:27])=[O:29])[CH2:2][CH2:3]1. (3) Given the reactants C([O:3][C:4]([C:6]1([CH2:10][C:11]#[C:12][C:13]2[CH:18]=[CH:17][C:16]([O:19][C:20]([F:23])([F:22])[F:21])=[CH:15][CH:14]=2)[CH2:9][CH2:8][CH2:7]1)=O)C.CC(C[AlH]CC(C)C)C, predict the reaction product. The product is: [F:21][C:20]([F:22])([F:23])[O:19][C:16]1[CH:15]=[CH:14][C:13]([C:12]#[C:11][CH2:10][C:6]2([CH2:4][OH:3])[CH2:7][CH2:8][CH2:9]2)=[CH:18][CH:17]=1. (4) Given the reactants [CH3:1][N:2]1[CH2:7][CH2:6][C:5](=[N:8][OH:9])[CH2:4][CH2:3]1.C([O-])(=O)C.C([O-])(=O)C.C([O-])(=O)C.C([O-])(=O)C.[Pb+4].[P:27]([O-:39])([O:34][CH2:35][CH2:36][CH2:37][CH3:38])([O:29][CH2:30][CH2:31][CH2:32][CH3:33])=[O:28], predict the reaction product. The product is: [P:27]([O:39][C:5]1([N:8]=[O:9])[CH2:6][CH2:7][N:2]([CH3:1])[CH2:3][CH2:4]1)([O:29][CH2:30][CH2:31][CH2:32][CH3:33])([O:34][CH2:35][CH2:36][CH2:37][CH3:38])=[O:28]. (5) Given the reactants Cl[C:2]1[C:3]([NH2:9])=[N:4][CH:5]=[N:6][C:7]=1Cl.C(O[C:15](=[O:22])[NH:16][CH2:17][CH2:18][CH2:19][CH2:20][NH2:21])(C)(C)C.[O:23]([C:30]1[CH:35]=[CH:34][C:33](B(O)O)=[CH:32][CH:31]=1)[C:24]1[CH:29]=[CH:28][CH:27]=[CH:26][CH:25]=1.[C:39](Cl)(=O)[CH:40]=C, predict the reaction product. The product is: [NH2:9][C:3]1[N:4]=[CH:5][N:6]=[C:7]([NH:21][CH2:20][CH2:19][CH2:18][CH2:17][NH:16][C:15](=[O:22])[CH:39]=[CH2:40])[C:2]=1[C:27]1[CH:28]=[CH:29][C:24]([O:23][C:30]2[CH:35]=[CH:34][CH:33]=[CH:32][CH:31]=2)=[CH:25][CH:26]=1.